Dataset: Reaction yield outcomes from USPTO patents with 853,638 reactions. Task: Predict the reaction yield, written as a fraction of the theoretical maximum amount of product (1.0 means a 100% yield; for example, 0.34 means a 34% yield). (1) The reactants are [CH2:1]([O:5][C:6]1[CH:11]=[CH:10][C:9]([C@@H:12]([NH:19]C(OC(C)(C)C)=O)[CH2:13][C:14]([O:16][CH2:17][CH3:18])=[O:15])=[CH:8][CH:7]=1)[CH:2]([CH3:4])[CH3:3].Cl. The catalyst is C(OCC)(=O)C. The product is [CH2:1]([O:5][C:6]1[CH:11]=[CH:10][C:9]([C@@H:12]([NH2:19])[CH2:13][C:14]([O:16][CH2:17][CH3:18])=[O:15])=[CH:8][CH:7]=1)[CH:2]([CH3:3])[CH3:4]. The yield is 0.337. (2) The reactants are C([O:4][C@@H:5]1[CH2:10][CH2:9][CH2:8][CH2:7][C@H:6]1[N:11]1[C:15]2[CH:16]=[C:17]([Cl:21])[C:18]([Cl:20])=[CH:19][C:14]=2[N:13]=[C:12]1Br)(=O)C.[CH:23]1([NH2:26])[CH2:25][CH2:24]1.[OH-].[Na+]. The catalyst is C(O)C. The product is [Cl:20][C:18]1[C:17]([Cl:21])=[CH:16][C:15]2[N:11]([C@@H:6]3[CH2:7][CH2:8][CH2:9][CH2:10][C@H:5]3[OH:4])[C:12]([NH:26][CH:23]3[CH2:25][CH2:24]3)=[N:13][C:14]=2[CH:19]=1. The yield is 0.670.